This data is from Full USPTO retrosynthesis dataset with 1.9M reactions from patents (1976-2016). The task is: Predict the reactants needed to synthesize the given product. (1) Given the product [CH2:1]([O:8][C:9]1[C:10]([CH2:19]/[CH:20]=[CH:21]/[CH3:22])=[CH:11][C:12]([Br:18])=[CH:13][C:14]=1[NH:15][C:54]([NH:56][C:57]1[CH:62]=[CH:61][C:60]([CH3:63])=[CH:59][CH:58]=1)=[O:55])[C:2]1[CH:7]=[CH:6][CH:5]=[CH:4][CH:3]=1, predict the reactants needed to synthesize it. The reactants are: [CH2:1]([O:8][C:9]1[C:14]([N+:15]([O-])=O)=[CH:13][C:12]([Br:18])=[CH:11][C:10]=1[CH2:19]/[CH:20]=[CH:21]/[CH3:22])[C:2]1[CH:7]=[CH:6][CH:5]=[CH:4][CH:3]=1.BrC1C=C(C(C2C=CC=CC=2)C=C)C(OCCC)=C([N+]([O-])=O)C=1.BrC1C=C(C(C2C=CC=CC=2)C=C)C(OCCC)=C(N[C:54]([NH:56][C:57]2[CH:62]=[CH:61][C:60]([CH3:63])=[CH:59][CH:58]=2)=[O:55])C=1. (2) Given the product [Cl:1][C:2]1[C:3]([C:10]2[S:11][C:12]([C:15]3[N:16]=[C:17]4[CH:22]=[CH:21][C:20]([C:23]([F:24])([F:26])[F:25])=[CH:19][N:18]4[CH:27]=3)=[N:13][N:14]=2)=[CH:4][C:5]([F:9])=[C:6]([CH:7]=1)[O:8][CH2:39][C:40]1([CH3:46])[CH2:44][O:43][C:42](=[O:45])[NH:41]1, predict the reactants needed to synthesize it. The reactants are: [Cl:1][C:2]1[C:3]([C:10]2[S:11][C:12]([C:15]3[N:16]=[C:17]4[CH:22]=[CH:21][C:20]([C:23]([F:26])([F:25])[F:24])=[CH:19][N:18]4[CH:27]=3)=[N:13][N:14]=2)=[CH:4][C:5]([F:9])=[C:6]([OH:8])[CH:7]=1.CC1C=CC(S(O[CH2:39][C:40]2([CH3:46])[CH2:44][O:43][C:42](=[O:45])[NH:41]2)(=O)=O)=CC=1.C([O-])([O-])=O.[K+].[K+]. (3) Given the product [Cl:8][C:9]1[CH:10]=[CH:11][CH:12]=[C:13]2[C:17]=1[NH:16][CH:15]=[C:14]2[C:25](=[O:26])[CH:36]([C:37]1[CH:38]=[CH:39][C:40]([C:41]#[N:42])=[CH:43][CH:44]=1)[NH:35][C:31]1[CH:32]=[CH:33][CH:34]=[C:29]([O:28][CH3:27])[CH:30]=1, predict the reactants needed to synthesize it. The reactants are: C(N(CC)CC)C.[Cl:8][C:9]1[CH:10]=[CH:11][CH:12]=[C:13]2[C:17]=1[N:16](C(OC(C)(C)C)=O)[CH:15]=[C:14]2[CH:25]=[O:26].[CH3:27][O:28][C:29]1[CH:30]=[C:31]([N:35]=[CH:36][C:37]2[CH:44]=[CH:43][C:40]([C:41]#[N:42])=[CH:39][CH:38]=2)[CH:32]=[CH:33][CH:34]=1. (4) The reactants are: [OH:1][Si:2]([CH3:13])([CH3:12])[C:3]1[CH:11]=[CH:10][C:6]([C:7]([OH:9])=O)=[CH:5][CH:4]=1.CCN=C=NCCCN(C)C.CCN(C(C)C)C(C)C.C1C=CC2N(O)N=NC=2C=1.[NH2:44][CH2:45][CH2:46][CH2:47][CH2:48][NH:49][C:50](=[O:76])[CH2:51][C@@H:52]1[N:58]=[C:57]([C:59]2[CH:64]=[CH:63][C:62]([Cl:65])=[CH:61][CH:60]=2)[C:56]2[CH:66]=[C:67]([O:70][CH3:71])[CH:68]=[CH:69][C:55]=2[N:54]2[C:72]([CH3:75])=[N:73][N:74]=[C:53]12. Given the product [Cl:65][C:62]1[CH:63]=[CH:64][C:59]([C:57]2[C:56]3[CH:66]=[C:67]([O:70][CH3:71])[CH:68]=[CH:69][C:55]=3[N:54]3[C:72]([CH3:75])=[N:73][N:74]=[C:53]3[C@H:52]([CH2:51][C:50]([NH:49][CH2:48][CH2:47][CH2:46][CH2:45][NH:44][C:7](=[O:9])[C:6]3[CH:5]=[CH:4][C:3]([Si:2]([OH:1])([CH3:13])[CH3:12])=[CH:11][CH:10]=3)=[O:76])[N:58]=2)=[CH:60][CH:61]=1, predict the reactants needed to synthesize it. (5) Given the product [CH3:13][O:12][C:9]1[CH:10]=[CH:11][C:6]([CH2:5][C:4]([OH:39])=[O:3])=[CH:7][C:8]=1[O:14][C:15]1[CH:20]=[CH:19][C:18]([C:21]([F:23])([F:24])[F:22])=[CH:17][C:16]=1[CH2:25][N:26]1[C@@H:30]([CH3:31])[C@@H:29]([C:32]2[CH:33]=[CH:34][CH:35]=[CH:36][CH:37]=2)[O:28][C:27]1=[O:38], predict the reactants needed to synthesize it. The reactants are: C([O:3][C:4](=[O:39])[CH2:5][C:6]1[CH:11]=[CH:10][C:9]([O:12][CH3:13])=[C:8]([O:14][C:15]2[CH:20]=[CH:19][C:18]([C:21]([F:24])([F:23])[F:22])=[CH:17][C:16]=2[CH2:25][N:26]2[C@@H:30]([CH3:31])[C@@H:29]([C:32]3[CH:37]=[CH:36][CH:35]=[CH:34][CH:33]=3)[O:28][C:27]2=[O:38])[CH:7]=1)C.[OH-].[Li+].Cl. (6) Given the product [NH:4]1[CH2:5][CH2:6][CH2:7][C@@H:2]([NH:1][C:27]([C:22]2[NH:23][C:24]3[C:20]([CH:21]=2)=[CH:19][C:18]([O:17][C:16]([F:31])([F:15])[F:30])=[CH:26][CH:25]=3)=[O:28])[CH2:3]1, predict the reactants needed to synthesize it. The reactants are: [NH2:1][C@@H:2]1[CH2:7][CH2:6][CH2:5][N:4](C(OC(C)(C)C)=O)[CH2:3]1.[F:15][C:16]([F:31])([F:30])[O:17][C:18]1[CH:19]=[C:20]2[C:24](=[CH:25][CH:26]=1)[NH:23][C:22]([C:27](O)=[O:28])=[CH:21]2.N. (7) The reactants are: [O:1]([C:8]1[CH:15]=[CH:14][CH:13]=[CH:12][C:9]=1[CH:10]=O)[C:2]1[CH:7]=[CH:6][CH:5]=[CH:4][CH:3]=1.O.C([BH3-])#N.[Na+].[O:21]1CCC[CH2:22]1. Given the product [O:1]([C:8]1[CH:15]=[CH:14][CH:13]=[CH:12][C:9]=1[CH2:10][CH2:22][OH:21])[C:2]1[CH:7]=[CH:6][CH:5]=[CH:4][CH:3]=1, predict the reactants needed to synthesize it. (8) Given the product [ClH:17].[Cl:17][CH2:2][C:3]1[CH:4]=[C:5]([NH:9][C:10](=[O:14])[O:11][CH2:12][CH3:13])[CH:6]=[N:7][CH:8]=1, predict the reactants needed to synthesize it. The reactants are: O[CH2:2][C:3]1[CH:4]=[C:5]([NH:9][C:10](=[O:14])[O:11][CH2:12][CH3:13])[CH:6]=[N:7][CH:8]=1.S(Cl)([Cl:17])=O. (9) Given the product [NH2:1][C:2]1[CH:9]=[CH:8][C:7]([CH:11]2[CH2:13][CH2:12]2)=[CH:6][C:3]=1[C:4]#[N:5], predict the reactants needed to synthesize it. The reactants are: [NH2:1][C:2]1[CH:9]=[CH:8][C:7](Br)=[CH:6][C:3]=1[C:4]#[N:5].[CH:11]1(B(O)O)[CH2:13][CH2:12]1.C1(P(C2CCCCC2)C2CCCCC2)CCCCC1.P([O-])([O-])([O-])=O.[K+].[K+].[K+]. (10) Given the product [NH2:40][C:38]1[S:39][C:8]([C:6]2[CH:5]=[CH:4][N:3]=[C:2]([Cl:1])[N:7]=2)=[C:9]([C:11]2[CH:12]=[C:13]([NH:17][S:18]([C:21]3[C:26]([F:27])=[CH:25][CH:24]=[CH:23][C:22]=3[F:28])(=[O:20])=[O:19])[CH:14]=[CH:15][CH:16]=2)[N:37]=1, predict the reactants needed to synthesize it. The reactants are: [Cl:1][C:2]1[N:7]=[C:6](/[CH:8]=[C:9](/[C:11]2[CH:12]=[C:13]([NH:17][S:18]([C:21]3[C:26]([F:27])=[CH:25][CH:24]=[CH:23][C:22]=3[F:28])(=[O:20])=[O:19])[CH:14]=[CH:15][CH:16]=2)\O)[CH:5]=[CH:4][N:3]=1.C1C(=O)N(Br)C(=O)C1.[NH2:37][C:38]([NH2:40])=[S:39].